This data is from Merck oncology drug combination screen with 23,052 pairs across 39 cell lines. The task is: Regression. Given two drug SMILES strings and cell line genomic features, predict the synergy score measuring deviation from expected non-interaction effect. (1) Drug 1: CCC1=CC2CN(C1)Cc1c([nH]c3ccccc13)C(C(=O)OC)(c1cc3c(cc1OC)N(C)C1C(O)(C(=O)OC)C(OC(C)=O)C4(CC)C=CCN5CCC31C54)C2. Drug 2: O=C(O)C1(Cc2cccc(Nc3nccs3)n2)CCC(Oc2cccc(Cl)c2F)CC1. Cell line: NCIH23. Synergy scores: synergy=-14.3. (2) Drug 1: COC12C(COC(N)=O)C3=C(C(=O)C(C)=C(N)C3=O)N1CC1NC12. Drug 2: CNC(=O)c1cc(Oc2ccc(NC(=O)Nc3ccc(Cl)c(C(F)(F)F)c3)cc2)ccn1. Cell line: RPMI7951. Synergy scores: synergy=-75.0. (3) Drug 1: CN(C)C(=N)N=C(N)N. Drug 2: Cn1nnc2c(C(N)=O)ncn2c1=O. Cell line: A427. Synergy scores: synergy=-5.56. (4) Drug 1: N.N.O=C(O)C1(C(=O)O)CCC1.[Pt]. Drug 2: CC(C)CC(NC(=O)C(Cc1ccccc1)NC(=O)c1cnccn1)B(O)O. Cell line: ES2. Synergy scores: synergy=-15.7. (5) Drug 1: CN1C(=O)C=CC2(C)C3CCC4(C)C(NC(=O)OCC(F)(F)F)CCC4C3CCC12. Drug 2: CCc1c2c(nc3ccc(O)cc13)-c1cc3c(c(=O)n1C2)COC(=O)C3(O)CC. Cell line: A2780. Synergy scores: synergy=10.8. (6) Drug 1: CN1C(=O)C=CC2(C)C3CCC4(C)C(NC(=O)OCC(F)(F)F)CCC4C3CCC12. Drug 2: N#Cc1ccc(Cn2cncc2CN2CCN(c3cccc(Cl)c3)C(=O)C2)cc1. Cell line: RPMI7951. Synergy scores: synergy=-3.65. (7) Drug 1: CN1C(=O)C=CC2(C)C3CCC4(C)C(NC(=O)OCC(F)(F)F)CCC4C3CCC12. Drug 2: O=S1(=O)NC2(CN1CC(F)(F)F)C1CCC2Cc2cc(C=CCN3CCC(C(F)(F)F)CC3)ccc2C1. Cell line: OV90. Synergy scores: synergy=-5.56.